Dataset: NCI-60 drug combinations with 297,098 pairs across 59 cell lines. Task: Regression. Given two drug SMILES strings and cell line genomic features, predict the synergy score measuring deviation from expected non-interaction effect. (1) Drug 1: C1=C(C(=O)NC(=O)N1)F. Drug 2: CCCS(=O)(=O)NC1=C(C(=C(C=C1)F)C(=O)C2=CNC3=C2C=C(C=N3)C4=CC=C(C=C4)Cl)F. Cell line: KM12. Synergy scores: CSS=33.9, Synergy_ZIP=-3.50, Synergy_Bliss=-10.5, Synergy_Loewe=-14.8, Synergy_HSA=-12.2. (2) Drug 1: C(CC(=O)O)C(=O)CN.Cl. Drug 2: CC12CCC3C(C1CCC2OP(=O)(O)O)CCC4=C3C=CC(=C4)OC(=O)N(CCCl)CCCl.[Na+]. Cell line: NCI-H460. Synergy scores: CSS=9.22, Synergy_ZIP=-9.17, Synergy_Bliss=-14.6, Synergy_Loewe=-17.5, Synergy_HSA=-12.1. (3) Drug 1: COC1=NC(=NC2=C1N=CN2C3C(C(C(O3)CO)O)O)N. Drug 2: CC=C1C(=O)NC(C(=O)OC2CC(=O)NC(C(=O)NC(CSSCCC=C2)C(=O)N1)C(C)C)C(C)C. Cell line: PC-3. Synergy scores: CSS=4.33, Synergy_ZIP=2.06, Synergy_Bliss=0.391, Synergy_Loewe=-47.5, Synergy_HSA=-0.605. (4) Drug 1: CN(C)C1=NC(=NC(=N1)N(C)C)N(C)C. Drug 2: C1C(C(OC1N2C=C(C(=O)NC2=O)F)CO)O. Cell line: SNB-75. Synergy scores: CSS=40.3, Synergy_ZIP=-3.16, Synergy_Bliss=-5.23, Synergy_Loewe=-59.3, Synergy_HSA=-6.39. (5) Drug 1: CCC1=CC2CC(C3=C(CN(C2)C1)C4=CC=CC=C4N3)(C5=C(C=C6C(=C5)C78CCN9C7C(C=CC9)(C(C(C8N6C)(C(=O)OC)O)OC(=O)C)CC)OC)C(=O)OC.C(C(C(=O)O)O)(C(=O)O)O. Drug 2: C1=NC2=C(N=C(N=C2N1C3C(C(C(O3)CO)O)O)F)N. Cell line: OVCAR-5. Synergy scores: CSS=42.6, Synergy_ZIP=-0.188, Synergy_Bliss=-0.682, Synergy_Loewe=-20.9, Synergy_HSA=-0.548. (6) Drug 1: CC1C(C(CC(O1)OC2CC(OC(C2O)C)OC3=CC4=CC5=C(C(=O)C(C(C5)C(C(=O)C(C(C)O)O)OC)OC6CC(C(C(O6)C)O)OC7CC(C(C(O7)C)O)OC8CC(C(C(O8)C)O)(C)O)C(=C4C(=C3C)O)O)O)O. Drug 2: C1CN(P(=O)(OC1)NCCCl)CCCl. Cell line: RXF 393. Synergy scores: CSS=51.6, Synergy_ZIP=3.60, Synergy_Bliss=-2.35, Synergy_Loewe=-60.6, Synergy_HSA=-1.28. (7) Drug 1: CN(CCCl)CCCl.Cl. Drug 2: CC1C(C(CC(O1)OC2CC(CC3=C2C(=C4C(=C3O)C(=O)C5=CC=CC=C5C4=O)O)(C(=O)C)O)N)O. Cell line: SNB-19. Synergy scores: CSS=38.5, Synergy_ZIP=-7.07, Synergy_Bliss=-7.26, Synergy_Loewe=-3.52, Synergy_HSA=-2.41. (8) Drug 1: C1CCC(C1)C(CC#N)N2C=C(C=N2)C3=C4C=CNC4=NC=N3. Drug 2: COC1=C2C(=CC3=C1OC=C3)C=CC(=O)O2. Cell line: NCI-H322M. Synergy scores: CSS=-1.26, Synergy_ZIP=-0.218, Synergy_Bliss=-3.01, Synergy_Loewe=-3.07, Synergy_HSA=-3.21. (9) Drug 1: C1CCC(CC1)NC(=O)N(CCCl)N=O. Drug 2: CCC1(CC2CC(C3=C(CCN(C2)C1)C4=CC=CC=C4N3)(C5=C(C=C6C(=C5)C78CCN9C7C(C=CC9)(C(C(C8N6C)(C(=O)OC)O)OC(=O)C)CC)OC)C(=O)OC)O.OS(=O)(=O)O. Cell line: CAKI-1. Synergy scores: CSS=50.6, Synergy_ZIP=-4.69, Synergy_Bliss=-3.58, Synergy_Loewe=-0.649, Synergy_HSA=2.30.